From a dataset of Catalyst prediction with 721,799 reactions and 888 catalyst types from USPTO. Predict which catalyst facilitates the given reaction. (1) Product: [CH3:14][C:15]([CH3:27])([CH2:19][NH:20][C:21]1[CH:26]=[CH:25][CH:24]=[CH:23][N:22]=1)[C:16]#[N:18]. The catalyst class is: 17. Reactant: FC(F)(F)C(OC(=O)C(F)(F)F)=O.[CH3:14][C:15]([CH3:27])([CH2:19][NH:20][C:21]1[CH:26]=[CH:25][CH:24]=[CH:23][N:22]=1)[C:16]([NH2:18])=O.O. (2) Reactant: C([O-])(=O)C.[K+].Br[C:7]1[CH:15]=[CH:14][C:13]2[C:9](=[CH:10][N:11]([CH3:16])[N:12]=2)[CH:8]=1.[B:17]1([B:17]2[O:21][C:20]([CH3:23])([CH3:22])[C:19]([CH3:25])([CH3:24])[O:18]2)[O:21][C:20]([CH3:23])([CH3:22])[C:19]([CH3:25])([CH3:24])[O:18]1.ClCCl. Product: [CH3:16][N:11]1[CH:10]=[C:9]2[C:13]([CH:14]=[CH:15][C:7]([B:17]3[O:21][C:20]([CH3:23])([CH3:22])[C:19]([CH3:25])([CH3:24])[O:18]3)=[CH:8]2)=[N:12]1. The catalyst class is: 12.